This data is from Full USPTO retrosynthesis dataset with 1.9M reactions from patents (1976-2016). The task is: Predict the reactants needed to synthesize the given product. (1) Given the product [CH3:1][C:2]1[C:6]2[CH:7]=[CH:8][CH:9]=[CH:10][C:5]=2[O:4][C:3]=1[CH2:11][OH:12], predict the reactants needed to synthesize it. The reactants are: [CH3:1][C:2]1[C:6]2[CH:7]=[CH:8][CH:9]=[CH:10][C:5]=2[O:4][C:3]=1[C:11](O)=[O:12].B.C1COCC1. (2) Given the product [CH3:11][CH2:12][N:13]1[C:25]2[C:24]([CH2:26][CH2:27][CH2:28][CH2:29][CH2:30][CH3:31])=[CH:23][C:22]([CH:52]=[O:53])=[CH:21][C:20]=2[C:19]2[C:14]1=[CH:15][CH:16]=[C:17]([CH:4]=[O:5])[CH:18]=2, predict the reactants needed to synthesize it. The reactants are: CN([CH:4]=[O:5])C.O=P(Cl)(Cl)Cl.[CH3:11][CH2:12][N:13]1[C:25]2[C:24]([CH2:26][CH2:27][CH2:28][CH2:29][CH2:30][CH3:31])=[CH:23][CH:22]=[CH:21][C:20]=2[C:19]2[C:14]1=[CH:15][CH:16]=[CH:17][CH:18]=2.C(N1C2C=CC([CH:52]=[O:53])=CC=2C2C1=CC=C(C=O)C=2)CCCCCC.